This data is from Blood-brain barrier permeability classification from the B3DB database. The task is: Regression/Classification. Given a drug SMILES string, predict its absorption, distribution, metabolism, or excretion properties. Task type varies by dataset: regression for continuous measurements (e.g., permeability, clearance, half-life) or binary classification for categorical outcomes (e.g., BBB penetration, CYP inhibition). Dataset: b3db_classification. (1) The molecule is OCCN1CCN(CCC[C@H]2c3ccc(F)cc3Sc3ccc(C(F)(F)F)cc32)CC1. The result is 1 (penetrates BBB). (2) The drug is CN(C)C1C(=O)C(C(N)=O)=C(O)C2(O)C(=O)C3=C(O)c4c(O)ccc(Cl)c4C(O)C3CC12. The result is 0 (does not penetrate BBB). (3) The compound is CCCCCC1(CC)C(=O)NC(=O)NC1=O. The result is 1 (penetrates BBB). (4) The compound is C[C@@H](Cc1ccccc1)NO. The result is 0 (does not penetrate BBB). (5) The drug is O=[N+]([O-])OC1COC2C(O[N+](=O)[O-])COC12. The result is 0 (does not penetrate BBB). (6) The drug is CCCC(Cc1ccccc1)N1CCCC1. The result is 1 (penetrates BBB). (7) The compound is CCCc1nc(C(C)(C)O)c(C(=O)O)n1Cc1ccc(-c2ccccc2-c2nn[nH]n2)cc1. The result is 0 (does not penetrate BBB). (8) The result is 1 (penetrates BBB). The drug is CC(C)(C)[C@]1(O)CCN2C[C@H]3c4ccccc4CCc4cccc(c43)[C@@H]2C1. (9) The molecule is O=C(O)COC(=O)Cc1ccccc1Nc1c(Cl)cccc1Cl. The result is 0 (does not penetrate BBB).